This data is from Forward reaction prediction with 1.9M reactions from USPTO patents (1976-2016). The task is: Predict the product of the given reaction. (1) Given the reactants [CH3:1][O:2][C:3](=[O:27])[C@H:4]([CH2:6][C:7]1[CH:12]=[CH:11][C:10]([O:13][CH2:14][C:15]2[N:19]([CH3:20])[C:18]3[CH:21]=[C:22]([O:25][CH3:26])[CH:23]=[CH:24][C:17]=3[N:16]=2)=[CH:9][CH:8]=1)[NH2:5].[C:28]([CH:36]1[CH2:41][CH2:40][CH2:39][CH2:38][C:37]1=O)(=[O:35])[C:29]1[CH:34]=[CH:33][CH:32]=[CH:31][CH:30]=1.C1(OC)C=CC=CC=1, predict the reaction product. The product is: [CH3:1][O:2][C:3](=[O:27])[C@H:4]([CH2:6][C:7]1[CH:8]=[CH:9][C:10]([O:13][CH2:14][C:15]2[N:19]([CH3:20])[C:18]3[CH:21]=[C:22]([O:25][CH3:26])[CH:23]=[CH:24][C:17]=3[N:16]=2)=[CH:11][CH:12]=1)[NH:5][C:30]1[CH:31]=[CH:32][CH:33]=[CH:34][C:29]=1[C:28](=[O:35])[C:36]1[CH:37]=[CH:38][CH:39]=[CH:40][CH:41]=1. (2) Given the reactants [Br:1][C:2]1[S:10][C:9]2[C:8]([Cl:11])=[N:7][CH:6]=[N:5][C:4]=2[CH:3]=1.[Cl:12][C:13]1[CH:14]=[C:15]([CH:17]=[CH:18][C:19]=1[O:20][CH2:21][C:22]1[CH:27]=[CH:26][CH:25]=[C:24]([F:28])[CH:23]=1)[NH2:16], predict the reaction product. The product is: [ClH:11].[Br:1][C:2]1[S:10][C:9]2[C:8]([NH:16][C:15]3[CH:17]=[CH:18][C:19]([O:20][CH2:21][C:22]4[CH:27]=[CH:26][CH:25]=[C:24]([F:28])[CH:23]=4)=[C:13]([Cl:12])[CH:14]=3)=[N:7][CH:6]=[N:5][C:4]=2[CH:3]=1.